From a dataset of Peptide-MHC class II binding affinity with 134,281 pairs from IEDB. Regression. Given a peptide amino acid sequence and an MHC pseudo amino acid sequence, predict their binding affinity value. This is MHC class II binding data. (1) The peptide sequence is YDKFLPNVSTVLTGK. The MHC is DRB1_0401 with pseudo-sequence DRB1_0401. The binding affinity (normalized) is 0.536. (2) The peptide sequence is FILATDIAEMGANLC. The MHC is DRB3_0301 with pseudo-sequence DRB3_0301. The binding affinity (normalized) is 0. (3) The peptide sequence is LIAIHTLAIRYANRT. The MHC is DRB1_0701 with pseudo-sequence DRB1_0701. The binding affinity (normalized) is 0.780.